The task is: Predict the reactants needed to synthesize the given product.. This data is from Full USPTO retrosynthesis dataset with 1.9M reactions from patents (1976-2016). Given the product [Cl:2][C:3]1[C:4]([CH2:15][CH3:16])=[C:5]([N:9]2[CH2:14][CH2:13][N:12]([CH2:32][CH2:31][CH2:30][CH2:29][O:28][C:24]3[N:25]=[C:26]4[C:21]([CH2:20][CH2:19][C:18](=[O:17])[NH:27]4)=[CH:22][CH:23]=3)[CH2:11][CH2:10]2)[CH:6]=[CH:7][CH:8]=1, predict the reactants needed to synthesize it. The reactants are: Cl.[Cl:2][C:3]1[C:4]([CH2:15][CH3:16])=[C:5]([N:9]2[CH2:14][CH2:13][NH:12][CH2:11][CH2:10]2)[CH:6]=[CH:7][CH:8]=1.[O:17]=[C:18]1[NH:27][C:26]2[N:25]=[C:24]([O:28][CH2:29][CH2:30][CH2:31][CH:32]=O)[CH:23]=[CH:22][C:21]=2[CH2:20][CH2:19]1.